Dataset: Forward reaction prediction with 1.9M reactions from USPTO patents (1976-2016). Task: Predict the product of the given reaction. (1) Given the reactants [Br-].[CH2:2]([P+](C1C=CC=CC=1)(C1C=CC=CC=1)C1C=CC=CC=1)[CH2:3][C:4]1[CH:9]=[CH:8][CH:7]=[CH:6][CH:5]=1.[Li]CCCC.[C:34]([CH:39]1[CH2:44][CH2:43][CH:42]([CH2:45][CH:46]=O)[CH2:41][CH2:40]1)([CH2:37][CH3:38])([CH3:36])[CH3:35], predict the reaction product. The product is: [C:34]([CH:39]1[CH2:44][CH2:43][CH:42]([CH2:45][CH:46]=[CH:2][CH2:3][C:4]2[CH:5]=[CH:6][CH:7]=[CH:8][CH:9]=2)[CH2:41][CH2:40]1)([CH2:37][CH3:38])([CH3:36])[CH3:35]. (2) Given the reactants Br[C:2]1[CH:3]=[C:4]2[C:9](=[CH:10][CH:11]=1)[N:8]=[C:7]([CH2:12][CH:13]([CH3:15])[CH3:14])[C:6]([C:16]#[N:17])=[C:5]2[C:18]1[CH:23]=[CH:22][C:21]([CH3:24])=[CH:20][CH:19]=1.[CH:25]([CH:27]=[CH2:28])=[O:26].C(N(CC)CC)C.CN(C)C=O, predict the reaction product. The product is: [CH2:12]([C:7]1[C:6]([C:16]#[N:17])=[C:5]([C:18]2[CH:23]=[CH:22][C:21]([CH3:24])=[CH:20][CH:19]=2)[C:4]2[C:9](=[CH:10][CH:11]=[C:2](/[CH:28]=[CH:27]/[CH:25]=[O:26])[CH:3]=2)[N:8]=1)[CH:13]([CH3:14])[CH3:15]. (3) The product is: [Cl:42][C:39]1[CH:40]=[CH:41][C:36]([NH:35][C:34]([N:15]2[CH2:14][C@@H:13]([OH:12])[CH2:17][C@@H:16]2[C:18]([NH:19][C:20]2[CH:25]=[CH:24][C:23]([N:26]3[CH2:31][CH2:30][O:29][CH2:28][C:27]3=[O:32])=[CH:22][CH:21]=2)=[O:33])=[O:43])=[CH:37][CH:38]=1. Given the reactants [OH-].[Na+].[N+](C1C=CC(C([O:12][C@H:13]2[CH2:17][C@H:16]([C:18](=[O:33])[NH:19][C:20]3[CH:25]=[CH:24][C:23]([N:26]4[CH2:31][CH2:30][O:29][CH2:28][C:27]4=[O:32])=[CH:22][CH:21]=3)[N:15]([C:34](=[O:43])[NH:35][C:36]3[CH:41]=[CH:40][C:39]([Cl:42])=[CH:38][CH:37]=3)[CH2:14]2)=O)=CC=1)([O-])=O, predict the reaction product.